From a dataset of NCI-60 drug combinations with 297,098 pairs across 59 cell lines. Regression. Given two drug SMILES strings and cell line genomic features, predict the synergy score measuring deviation from expected non-interaction effect. (1) Drug 1: CNC(=O)C1=CC=CC=C1SC2=CC3=C(C=C2)C(=NN3)C=CC4=CC=CC=N4. Drug 2: CC(C)(C#N)C1=CC(=CC(=C1)CN2C=NC=N2)C(C)(C)C#N. Cell line: UACC62. Synergy scores: CSS=-1.27, Synergy_ZIP=-1.16, Synergy_Bliss=-2.63, Synergy_Loewe=-2.71, Synergy_HSA=-2.70. (2) Drug 1: COC1=CC(=CC(=C1O)OC)C2C3C(COC3=O)C(C4=CC5=C(C=C24)OCO5)OC6C(C(C7C(O6)COC(O7)C8=CC=CS8)O)O. Drug 2: CC1C(C(CC(O1)OC2CC(CC3=C2C(=C4C(=C3O)C(=O)C5=C(C4=O)C(=CC=C5)OC)O)(C(=O)C)O)N)O.Cl. Cell line: U251. Synergy scores: CSS=50.3, Synergy_ZIP=-4.60, Synergy_Bliss=-3.61, Synergy_Loewe=-4.15, Synergy_HSA=-0.116. (3) Drug 1: COC1=NC(=NC2=C1N=CN2C3C(C(C(O3)CO)O)O)N. Drug 2: C(CCl)NC(=O)N(CCCl)N=O. Cell line: MALME-3M. Synergy scores: CSS=2.43, Synergy_ZIP=-1.92, Synergy_Bliss=0.0865, Synergy_Loewe=-14.7, Synergy_HSA=-7.78. (4) Drug 1: C1=NC2=C(N=C(N=C2N1C3C(C(C(O3)CO)O)F)Cl)N. Drug 2: CNC(=O)C1=NC=CC(=C1)OC2=CC=C(C=C2)NC(=O)NC3=CC(=C(C=C3)Cl)C(F)(F)F. Cell line: OVCAR-5. Synergy scores: CSS=1.68, Synergy_ZIP=0.850, Synergy_Bliss=4.11, Synergy_Loewe=-5.39, Synergy_HSA=0.118. (5) Drug 1: C1=CC(=C2C(=C1NCCNCCO)C(=O)C3=C(C=CC(=C3C2=O)O)O)NCCNCCO. Drug 2: B(C(CC(C)C)NC(=O)C(CC1=CC=CC=C1)NC(=O)C2=NC=CN=C2)(O)O. Cell line: SN12C. Synergy scores: CSS=31.5, Synergy_ZIP=-5.02, Synergy_Bliss=-7.25, Synergy_Loewe=-5.40, Synergy_HSA=-5.09. (6) Drug 1: CC(CN1CC(=O)NC(=O)C1)N2CC(=O)NC(=O)C2. Drug 2: CNC(=O)C1=NC=CC(=C1)OC2=CC=C(C=C2)NC(=O)NC3=CC(=C(C=C3)Cl)C(F)(F)F. Cell line: UO-31. Synergy scores: CSS=18.3, Synergy_ZIP=-15.6, Synergy_Bliss=-16.2, Synergy_Loewe=-17.2, Synergy_HSA=-17.0.